This data is from B-cell epitopes from IEDB database with 3,159 antigens for binding position prediction. The task is: Token-level Classification. Given an antigen amino acid sequence, predict which amino acid positions are active epitope sites capable of antibody binding. Output is a list of indices for active positions. (1) Given the antigen sequence: MDNNPNINECIPYNCLSNPEVEVLGGERIETGYTPIDISLSLTQFLLSEFVPGAGFVLGLVDIIWGIFGPSQWDAFLVQIEQLINQRIEEFARNQAISRLEGLSNLYQIYAESFREWEADPTNPALREEMRIQFNDMNSALTTAIPLFAVQNYQVPLLSVYVQAANLHLSVLRDVSVFGQRWGFDAATINSRYNDLTRLIGNYTDYAVRWYNTGLERVWGPDSRDWIRYNQFRRELTLTVLDIVSLFPNYDSRTYPIRTVSQLTREIYTNPVLENFDGSFRGSAQGIEGSIRSPHLMDILSSITIYTDAHRGEYYWSGHQIMASPVGFSGPEFTFPLYGTMGNAAPQQRIVAQLGQGVYRTLSSTLYRRPFNIGINNQQLSVLDGTEFAYGTSSNLPSAVYRKSGTVDSLDEIPPQNNNVPPRQGFSHRLSHVSMFRSGFSNSSVSIIRAPMFSWIHRSAEFNNIIPSSQITQIPLTKSTNLGSGTSVVKGPGFTGGDIL..., which amino acid positions are active epitope sites? The epitope positions are: [112, 113, 114, 115, 116, 117, 118, 119, 120, 121, 122, 123, 124, 125, 126, 127, 128, 129, 130, 131]. The amino acids at these positions are: SFREWEADPTNPALREEMRI. (2) Given the antigen sequence: MHGPKATLQDIVLHLEPQNEIPVDLLCHEQLSDSEEENDEIDGVNHQHLPARRAEPQRHTMLCMCCKCEARIKLVVESSADDLRAFQQLFLNTLSFVCPWCASQQ, which amino acid positions are active epitope sites? The epitope positions are: [19, 20, 21, 22, 23, 24, 25]. The amino acids at these positions are: EIPVDLL. (3) Given the antigen sequence: MTDVSGKIRAWGRRLLVGAAAAAALPGLVGLAGGAATAGAFSRPGLPVEYLQVPSAAMGRSIKVQFQSGGDNSPAVYLLDGLRAQDDYNGWDINTPAFEWYYQSGLSVIMPVGGQSSFYSDWYSPACGKAGCTTYKWETFLTSELPQWLSANRSVKPTGSAAVGISMAGSSALILSVYHPQQFIYAGSLSALMDPSQGMGPSLIGLAMGDAGGYKASDMWGPSSDPAWQRNDPSLHIPELVANNTRLWIYCGNGTPSELGGANVPAEFLENFVRSSNLKFQDAYNAAGGHNAVFNLDANGTHSWEYWGAQLNAMKGDLQASLGAR, which amino acid positions are active epitope sites? The epitope positions are: [306, 307, 308, 309, 310, 311, 312, 313, 314, 315, 316, 317, 318, 319, 320, 321, 322, 323, 324]. The amino acids at these positions are: WGAQLNAMKGDLQASLGAR. (4) Given the antigen sequence: NSARDENGKLIYTYNGNDYDTKEAMEDAIQRDYPDKIFTFGGDNNNGKKRKIDISKWKGNNTFSNKIFDEIWEGYNYDNDKAKNFKVMKTKLFNEQNKYRIAHGAKKLIKSKDLEKKAQAYAEVIARLGRLEHDPKNRIEGTGENLAYGTTFIGHLAVKGWYDEIALYNFKKPGFSPATGHFTQLVWKGTTHAGFGVVEKGDRVYVVXKYSPPGNYPRQFXANVLQRKQ, which amino acid positions are active epitope sites? The epitope positions are: [0, 1, 2, 3, 4, 5, 6, 7, 8, 9, 10, 11, 12, 13, 14, 15, 16, 17, 18, 19... (25 total positions)]. The amino acids at these positions are: NSARDENGKLIYTYNGNDYDTKEAM. (5) Given the antigen sequence: MGNCLHRAELSPSTENSSQLDFEDVWNSSYGVNDSFPDGDYGANLEAAAPCHSCNLLDDSALPFFILTSVLGILASSTVLFMLFRPLFRWQLCPG, which amino acid positions are active epitope sites? The epitope positions are: [40, 41, 42, 43, 44, 45]. The amino acids at these positions are: YGANLE. (6) Given the antigen sequence: MLSLFDTFNARRQENITKSAGGAIIPGQKNTVSIFALGPTITDDNEKMTLALLFLSHSLDNEKQHAQRAGFLVSLLSMAYANPELYLTTNGSNADVKYVIYMIEKDLKRQKYGGFVVKTREMVYDKTTDWIFGSDLDYDQETMLQNGRNNPTIEDLVHTFGYPSCLGAIIIQIWIVLVKAITSISGLRKGFFTRLEAFRQDGTVQAGLVLSGDTVDQIGSIMRSQQSLVTLMVETLITMNTSRNDLTTIEKNIQIVGNYIRDAGLASFFNTIRYGIETRMAALTLSTLRPDINRLKALMELYLSKGPRAPFICILRDPIHGEFAPGNYPAIWSYAMGVAVVQNRAMQQYVTGRSYLDIDMFQLGQAVARDAEAQMSSTLEDELGVTHEAKESLKRHIRNINSSETSFHKPTGGSAIEMAIDEEPEQFEHRADQEQDGEPQSSIIQYAWAEGNRSDDRTEQATESDNIKTEQQNIRDRLNKRLNDKKKQGSQPPTNPTNRT..., which amino acid positions are active epitope sites? The epitope positions are: [436, 437, 438, 439, 440, 441, 442, 443, 444, 445]. The amino acids at these positions are: GEPQSSIIQY. (7) Given the antigen sequence: MDSVYVDIDADSAFLKALQRAYPMFEVEPRQVTANDHANARAFSHLAIKLIEQEIDPDSTILDIGSAPARRMMSDRKYHCVCPMRSAEDPERLANYARKLASAAGKVLDRNISGKIGDLQAVMAVPDTETPTFCLHTDVSCRQRADVAIYQDVYAVHAPTSLYHQAIKGVRVAYWVGFDTTPFMYNAMAGAYPSYSTNWADEQVLKAKNIGLCSTDLTEGRRGKLSIMRGKKLKPCDRVLFSVGSTLYPESRMLLKSWHLPSVFHLKGKLSFTCRCDTVVSCEGYVVKRITMSPGLYGKTTGYAVTHHADGFLMCKTTDTVDGERVSFSVCTYVPATICDQMTGILATEVTPEDAQKLLVGLNQRIVVNGRTQRNTNTMKNYLLPVVAQAFSKWAKECRKDMEDEKLLGVRERTLTCCCLWAFKKQKTHTVYKRPDTQSIQKVQAEFDSFVVPGLWSSGLSIPLRTRIKWLLRKVPKADLIPYSGNAQEAQDAEKEAEEE..., which amino acid positions are active epitope sites? The epitope positions are: [655, 656, 657, 658, 659, 660, 661, 662, 663, 664, 665, 666, 667, 668, 669, 670, 671, 672, 673]. The amino acids at these positions are: ELVRAERTEHEYVYDVDQR. (8) The epitope positions are: [123, 124, 125, 126, 127, 128, 129, 130, 131]. The amino acids at these positions are: GHRMAWDMM. Given the antigen sequence: YQVRNSTGLYHVTNDCPNSSIVYETADAILHAPGCVPCVREGNTSRCWVSMTPTVATRDGKLPTTQLRRHIDLLVGSATLCSALYVGDLCGSVFLVGQLFTFSPRHHWTTQDCNCSMYPGHITGHRMAWDMMMNWSPTTALVVAQLLRVPQAILDMIAGAHWGVLAGIAYFSMVGNWAKVLAVLLLFAGVDA, which amino acid positions are active epitope sites? (9) Given the antigen sequence: MAVLLLLLVAEAGAILAPATHACEAEGQYFLTNCCAMEDIGFCLEGGCLVALGCTVCTDKCWPLYQAGLAVRPGKSAAQLVGELGSLYGPLSVSAYVAGILGLGEVYSGVLTIGVALTRRVYPVPNLTCAVECELKWESEFWRWTEQLASNYWILEYLWKVPFDFWRGVMSLTPLLVCVAALLLLEQRIVMVFLLVTMAGMSQGAPASVLGSRPFEPGLTWQSCSCKANGSRVPTGERVWDRGNVTLLCDCPNGPWVWLPAFCQAIGWGDPITHWSHGQNQWPLSCPQFVYGAVSVTCVWGSVSWFASTGGRDSKIDVWSLVPVGSASCTIAALGSSDRDVVVELSEWGVPCATCILDRRPASCGTCVRDCWPETGSVRFPFHRCGAGPRLTRDLEAVPFVNRTTPFTIRGPLGNQGRGNPVRSPLGFGSYAMTKIRDSLHLVKCPTPAIKPPTGTFGFFPGVPPLNNCMLLGTEVSEALGGAGLTGGFYEPLVRRCSEL..., which amino acid positions are active epitope sites? The epitope positions are: [488, 489, 490, 491, 492, 493, 494, 495, 496]. The amino acids at these positions are: FYEPLVRRC. (10) Given the antigen sequence: MKATIILLLLAQVSWAGPFQQRGLFDFMLEDEASGIGPEVPDDRDFEPSLGPVCPFRCQCHLRVVQCSDLGLDKVPKDLPPDTTLLDLQNNKITEIKDGDFKNLKNLHALILVNNKISKVSPGAFTPLVKLERLYLSKNQLKELPEKMPKTLQELRAHENEITKVRKVTFNGLNQMIVIELGTNPLKSSGIENGAFQGMKKLSYIRIADTNITSIPQGLPPSLTELHLDGNKISRVDAASLKGLNNLAKLGLSFNSISAVDNGSLANTPHLRELHLDNNKLTRVVYLHNNNISVVGSSDFCPPGHNTKKASYSGVSLFSNPVQYWEIQPSTFRCVYVRSAIQLGNYK, which amino acid positions are active epitope sites? The epitope positions are: [56, 57, 58, 59, 60, 61, 62, 63, 64]. The amino acids at these positions are: RCQCHLRVV.